From a dataset of Reaction yield outcomes from USPTO patents with 853,638 reactions. Predict the reaction yield, written as a fraction of the theoretical maximum amount of product (1.0 means a 100% yield; for example, 0.34 means a 34% yield). The reactants are Br[C:2]1[N:6]([S:7]([N:10]2[CH2:15][CH2:14][CH2:13][CH2:12][CH2:11]2)(=[O:9])=[O:8])[C:5]([CH3:16])=[C:4]([C:17]([O:19][CH2:20][CH3:21])=[O:18])[CH:3]=1.[C:22]([C:26]1[CH:27]=[C:28](B(O)O)[CH:29]=[C:30]([C:32]([CH3:35])([CH3:34])[CH3:33])[CH:31]=1)([CH3:25])([CH3:24])[CH3:23].C([O-])([O-])=O.[Na+].[Na+]. The catalyst is O1CCOCC1.O.C1C=CC([P]([Pd]([P](C2C=CC=CC=2)(C2C=CC=CC=2)C2C=CC=CC=2)([P](C2C=CC=CC=2)(C2C=CC=CC=2)C2C=CC=CC=2)[P](C2C=CC=CC=2)(C2C=CC=CC=2)C2C=CC=CC=2)(C2C=CC=CC=2)C2C=CC=CC=2)=CC=1. The product is [C:22]([C:26]1[CH:27]=[C:28]([C:2]2[N:6]([S:7]([N:10]3[CH2:15][CH2:14][CH2:13][CH2:12][CH2:11]3)(=[O:9])=[O:8])[C:5]([CH3:16])=[C:4]([C:17]([O:19][CH2:20][CH3:21])=[O:18])[CH:3]=2)[CH:29]=[C:30]([C:32]([CH3:35])([CH3:34])[CH3:33])[CH:31]=1)([CH3:25])([CH3:24])[CH3:23]. The yield is 0.610.